Binary Classification. Given a miRNA mature sequence and a target amino acid sequence, predict their likelihood of interaction. From a dataset of Experimentally validated miRNA-target interactions with 360,000+ pairs, plus equal number of negative samples. Result: 0 (no interaction). The miRNA is rno-miR-29c-3p with sequence UAGCACCAUUUGAAAUCGGUUA. The protein sequence of the target gene is MASLWCGNLLRLGSGLSMSCLALSVLLLAQLTGAAKNFEDVRCKCICPPYKENPGHIYNKNISQKDCDCLHVVEPMPVRGPDVEAYCLRCECKYEERSSVTIKVTIIIYLSILGLLLLYMVYLTLVEPILKRRLFGHSQLLQSDDDVGDHQPFANAHDVLARSRSRANVLNKVEYAQQRWKLQVQEQRKSVFDRHVVLS.